The task is: Predict which catalyst facilitates the given reaction.. This data is from Catalyst prediction with 721,799 reactions and 888 catalyst types from USPTO. (1) Reactant: [CH2:1]([N:8]1[C:12]2[N:13]=[N:14][N:15]=[C:16](O)[C:11]=2[C:10]([C:18]#[N:19])=[CH:9]1)[C:2]1[CH:7]=[CH:6][CH:5]=[CH:4][CH:3]=1.[CH2:20]([O:22][CH:23]([N:25]1[CH:29]=[C:28](B2OC(C)(C)C(C)(C)O2)[CH:27]=[N:26]1)[CH3:24])[CH3:21].C(=O)([O-])[O-].[K+].[K+].O. Product: [CH2:1]([N:8]1[C:12]2[N:13]=[N:14][N:15]=[C:16]([C:28]3[CH:27]=[N:26][N:25]([CH:23]([O:22][CH2:20][CH3:21])[CH3:24])[CH:29]=3)[C:11]=2[C:10]([C:18]#[N:19])=[CH:9]1)[C:2]1[CH:7]=[CH:6][CH:5]=[CH:4][CH:3]=1. The catalyst class is: 755. (2) Reactant: Cl[C:2]([O:4][C:5]1[CH:10]=[CH:9][C:8]([N+:11]([O-:13])=[O:12])=[CH:7][CH:6]=1)=[O:3].[N:14]1[CH:19]=[CH:18][CH:17]=[CH:16][C:15]=1[S:20][S:21][CH2:22][CH2:23][OH:24].C(N(CC)C(C)C)(C)C. Product: [C:2](=[O:3])([O:24][CH2:23][CH2:22][S:21][S:20][C:15]1[CH:16]=[CH:17][CH:18]=[CH:19][N:14]=1)[O:4][C:5]1[CH:6]=[CH:7][C:8]([N+:11]([O-:13])=[O:12])=[CH:9][CH:10]=1. The catalyst class is: 4. (3) Reactant: C(N(CC)CC)C.[CH3:8][O:9][C:10]([CH:12]1[CH2:21][NH:20][CH2:19][CH2:18][C:13]21[O:17][CH2:16][CH2:15][O:14]2)=[O:11].[C:22]([O:30][C:31](Cl)=[O:32])(=O)[C:23]1[CH:28]=[CH:27][CH:26]=[CH:25][CH:24]=1. Product: [CH3:8][O:9][C:10]([CH:12]1[CH2:21][N:20]([C:31]([O:30][CH2:22][C:23]2[CH:28]=[CH:27][CH:26]=[CH:25][CH:24]=2)=[O:32])[CH2:19][CH2:18][C:13]21[O:17][CH2:16][CH2:15][O:14]2)=[O:11]. The catalyst class is: 2. (4) Reactant: [H-].[Na+].[CH3:3][O:4][CH2:5][C:6]1[C:7]([N+:15]([O-:17])=[O:16])=[C:8]([CH2:12][C:13]#[N:14])[CH:9]=[CH:10][CH:11]=1.[H][H].[CH3:20][O:21][C:22]1[CH:27]=[C:26]([O:28][CH3:29])[N:25]=[CH:24][N:23]=1.CS(C1N=[CH:38][CH:37]=[CH:36]N=1)(=O)=O.Cl. Product: [CH2:5]([OH:4])[CH3:6].[CH:37]([O:28][CH:26]([CH3:27])[CH3:3])([CH3:38])[CH3:36].[CH3:20][O:21][C:22]1[CH:27]=[C:26]([O:28][CH3:29])[N:25]=[C:24]([CH:12]([C:8]2[CH:9]=[CH:10][CH:11]=[C:6]([CH2:5][O:4][CH3:3])[C:7]=2[N+:15]([O-:17])=[O:16])[C:13]#[N:14])[N:23]=1. The catalyst class is: 9.